Task: Predict the reactants needed to synthesize the given product.. Dataset: Full USPTO retrosynthesis dataset with 1.9M reactions from patents (1976-2016) (1) The reactants are: Br[C:2]1[CH:3]=[CH:4][C:5]([N:8]2[CH2:13][CH2:12][N:11]([CH3:14])[CH2:10][CH2:9]2)=[N:6][CH:7]=1.N1CCCCC1.[CH3:21][Si:22]([C:25]#[CH:26])([CH3:24])[CH3:23].CCN(CC)CC. Given the product [CH3:14][N:11]1[CH2:12][CH2:13][N:8]([C:5]2[CH:4]=[CH:3][C:2]([C:26]#[C:25][Si:22]([CH3:24])([CH3:23])[CH3:21])=[CH:7][N:6]=2)[CH2:9][CH2:10]1, predict the reactants needed to synthesize it. (2) Given the product [CH2:1]([O:8][CH2:9][CH2:10][CH2:11][C@H:12]1[CH2:16][CH2:15][N:14]([C:18]2[CH:19]=[N:20][CH:21]=[C:22]([O:24][CH2:25][C@@H:26]3[CH2:30][CH2:29][CH2:28][N:27]3[C:31]([O:33][C:34]([CH3:37])([CH3:36])[CH3:35])=[O:32])[CH:23]=2)[CH2:13]1)[C:2]1[CH:7]=[CH:6][CH:5]=[CH:4][CH:3]=1, predict the reactants needed to synthesize it. The reactants are: [CH2:1]([O:8][CH2:9][CH2:10][CH2:11][C@H:12]1[CH2:16][CH2:15][NH:14][CH2:13]1)[C:2]1[CH:7]=[CH:6][CH:5]=[CH:4][CH:3]=1.Br[C:18]1[CH:19]=[N:20][CH:21]=[C:22]([O:24][CH2:25][C@@H:26]2[CH2:30][CH2:29][CH2:28][N:27]2[C:31]([O:33][C:34]([CH3:37])([CH3:36])[CH3:35])=[O:32])[CH:23]=1.CC(C)([O-])C.[Na+].C1(P(C2C=CC=CC=2)C2C3OC4C(=CC=CC=4P(C4C=CC=CC=4)C4C=CC=CC=4)C(C)(C)C=3C=CC=2)C=CC=CC=1. (3) Given the product [F:1][C:2]1[CH:7]=[CH:6][C:5]([NH:8][C:13]2[CH:20]=[CH:19][C:18]([CH3:21])=[CH:17][C:14]=2[C:15]#[N:16])=[C:4]([N+:9]([O-:11])=[O:10])[CH:3]=1, predict the reactants needed to synthesize it. The reactants are: [F:1][C:2]1[CH:7]=[CH:6][C:5]([NH2:8])=[C:4]([N+:9]([O-:11])=[O:10])[CH:3]=1.F[C:13]1[CH:20]=[CH:19][C:18]([CH3:21])=[CH:17][C:14]=1[C:15]#[N:16].O.[OH-].[Li+].C(OCC)(=O)C. (4) Given the product [NH2:5][C:6]1[C:11]2[C:12]([C:15]3[CH:20]=[CH:19][C:18]([NH:21][C:22]([C:24]4[N:25]([CH3:33])[C:26]5[C:31]([CH:32]=4)=[CH:30][CH:29]=[CH:28][CH:27]=5)=[O:23])=[C:17]([O:34][CH3:35])[CH:16]=3)=[CH:13][S:14][C:10]=2[C:9]([NH:36][S:37]([C:40]2[S:41][CH:42]=[CH:43][CH:44]=2)(=[O:38])=[O:39])=[CH:8][N:7]=1, predict the reactants needed to synthesize it. The reactants are: CN(/C=[N:5]/[C:6]1[C:11]2[C:12]([C:15]3[CH:20]=[CH:19][C:18]([NH:21][C:22]([C:24]4[N:25]([CH3:33])[C:26]5[C:31]([CH:32]=4)=[CH:30][CH:29]=[CH:28][CH:27]=5)=[O:23])=[C:17]([O:34][CH3:35])[CH:16]=3)=[CH:13][S:14][C:10]=2[C:9]([NH:36][S:37]([C:40]2[S:41][CH:42]=[CH:43][CH:44]=2)(=[O:39])=[O:38])=[CH:8][N:7]=1)C.Cl.